Dataset: Reaction yield outcomes from USPTO patents with 853,638 reactions. Task: Predict the reaction yield, written as a fraction of the theoretical maximum amount of product (1.0 means a 100% yield; for example, 0.34 means a 34% yield). The reactants are [CH3:1][O:2][C:3]1[CH:8]=[CH:7][C:6](B(O)O)=[CH:5][CH:4]=1.[CH:12]([C:15]1[CH:20]=[C:19]([CH:21]([CH3:23])[CH3:22])[CH:18]=[C:17]([CH:24]([CH3:26])[CH3:25])[CH:16]=1)([CH3:14])[CH3:13].CCN(CC)CC. The catalyst is O.[Cl-].[Na+].O. The product is [CH3:1][O:2][C:3]1[CH:8]=[CH:7][C:6]([C:20]2[C:15]([CH:12]([CH3:13])[CH3:14])=[CH:16][C:17]([CH:24]([CH3:26])[CH3:25])=[CH:18][C:19]=2[CH:21]([CH3:23])[CH3:22])=[CH:5][CH:4]=1. The yield is 0.880.